From a dataset of Forward reaction prediction with 1.9M reactions from USPTO patents (1976-2016). Predict the product of the given reaction. (1) Given the reactants C(O)(C(F)(F)F)=O.CC1(C)[O:13][CH:12]([CH2:14][O:15][C:16]2[C:24]3[C:19](=[N:20][CH:21]=[CH:22][C:23]=3[N:25]3[CH2:30][CH2:29][N:28](C(OC(C)(C)C)=O)[CH2:27][CH2:26]3)[N:18](CC3C=CC(OC)=CC=3)[N:17]=2)[CH2:11][O:10]1.C(Cl)[Cl:49], predict the reaction product. The product is: [ClH:49].[ClH:49].[N:25]1([C:23]2[CH:22]=[CH:21][N:20]=[C:19]3[NH:18][N:17]=[C:16]([O:15][CH2:14][CH:12]([OH:13])[CH2:11][OH:10])[C:24]=23)[CH2:30][CH2:29][NH:28][CH2:27][CH2:26]1. (2) Given the reactants [CH:1]1([CH2:4][N:5]2[CH2:10][CH2:9][CH:8]([C:11]([N:13]3[CH2:17][CH:16]([NH:18][CH3:19])[CH:15]([C:20]4[CH:25]=[CH:24][C:23]([Cl:26])=[C:22]([Cl:27])[CH:21]=4)[CH2:14]3)=[O:12])[CH2:7][CH2:6]2)[CH2:3][CH2:2]1.[Cl:28][C:29]1[CH:34]=[CH:33][C:32]([CH2:35][C:36](Cl)=[O:37])=[CH:31][CH:30]=1, predict the reaction product. The product is: [Cl:28][C:29]1[CH:34]=[CH:33][C:32]([CH2:35][C:36]([N:18]([CH:16]2[CH:15]([C:20]3[CH:25]=[CH:24][C:23]([Cl:26])=[C:22]([Cl:27])[CH:21]=3)[CH2:14][N:13]([C:11]([CH:8]3[CH2:9][CH2:10][N:5]([CH2:4][CH:1]4[CH2:3][CH2:2]4)[CH2:6][CH2:7]3)=[O:12])[CH2:17]2)[CH3:19])=[O:37])=[CH:31][CH:30]=1. (3) Given the reactants [CH3:1][C:2]1[CH:7]=[CH:6][C:5]([S:8]([C:10]2[CH:15]=[CH:14][C:13]([CH3:16])=[CH:12][CH:11]=2)=O)=[CH:4][CH:3]=1.[Cl:17][C:18]1[CH:23]=[CH:22][C:21]([CH3:24])=[CH:20][CH:19]=1, predict the reaction product. The product is: [Cl-:17].[CH3:1][C:2]1[CH:7]=[CH:6][C:5]([S+:8]([C:18]2[CH:23]=[CH:22][C:21]([CH3:24])=[CH:20][CH:19]=2)[C:10]2[CH:15]=[CH:14][C:13]([CH3:16])=[CH:12][CH:11]=2)=[CH:4][CH:3]=1. (4) The product is: [Cl:1][C:2]1[CH:3]=[CH:4][C:5]([O:35][CH3:36])=[C:6]([CH:34]=1)[CH2:7][CH:8]1[C:14](=[O:15])[N:13]([C:16]([NH:18][C@H:19]([CH2:31][CH3:32])[C:20]([NH:22][C:48]2[CH:60]=[CH:59][C:51]([C:52]([OH:54])=[O:53])=[CH:50][CH:49]=2)=[O:21])=[O:17])[CH2:12][C:11](=[O:33])[NH:10][CH2:9]1. Given the reactants [Cl:1][C:2]1[CH:3]=[CH:4][C:5]([O:35][CH3:36])=[C:6]([CH:34]=1)[CH2:7][CH:8]1[C:14](=[O:15])[N:13]([C:16]([NH:18][CH:19]([CH2:31][CH3:32])[C:20]([NH:22]CC(OC(C)(C)C)=O)=[O:21])=[O:17])[CH2:12][C:11](=[O:33])[NH:10][CH2:9]1.Cl.C(OC(=O)CN)(C)(C)C.N[C:48]1[CH:60]=[CH:59][C:51]([C:52]([O:54]C(C)(C)C)=[O:53])=[CH:50][CH:49]=1, predict the reaction product. (5) Given the reactants [Br:1][C:2]1[CH:3]=[C:4]([CH:8]=[C:9]([F:12])[C:10]=1[F:11])[C:5]([OH:7])=O.[NH:13]1[CH2:18][CH2:17][CH2:16][CH2:15][CH2:14]1.CN(C(ON1N=NC2C=CC=NC1=2)=[N+](C)C)C.F[P-](F)(F)(F)(F)F.CCN(C(C)C)C(C)C.C([O-])(O)=O.[Na+], predict the reaction product. The product is: [Br:1][C:2]1[CH:3]=[C:4]([C:5]([N:13]2[CH2:18][CH2:17][CH2:16][CH2:15][CH2:14]2)=[O:7])[CH:8]=[C:9]([F:12])[C:10]=1[F:11]. (6) The product is: [C:1]([O:5][C:6]([N:8]1[CH2:14][C:13]2[CH:15]=[C:16]([N:19]3[CH2:23][CH:22]([CH2:24][O:25][S:37]([CH3:36])(=[O:39])=[O:38])[O:21][C:20]3=[O:26])[CH:17]=[CH:18][C:12]=2[O:11][CH2:10][CH2:9]1)=[O:7])([CH3:4])([CH3:2])[CH3:3]. Given the reactants [C:1]([O:5][C:6]([N:8]1[CH2:14][C:13]2[CH:15]=[C:16]([N:19]3[CH2:23][CH:22]([CH2:24][OH:25])[O:21][C:20]3=[O:26])[CH:17]=[CH:18][C:12]=2[O:11][CH2:10][CH2:9]1)=[O:7])([CH3:4])([CH3:3])[CH3:2].C(N(C(C)C)CC)(C)C.[CH3:36][S:37](Cl)(=[O:39])=[O:38], predict the reaction product. (7) Given the reactants CCN(CC)CC.N1C=CC=CC=1.[CH2:14]([O:16][C:17]([C:19]1[NH:20][C:21]2[C:26]([C:27]=1[Cl:28])=[CH:25][C:24]([Br:29])=[CH:23][CH:22]=2)=[O:18])[CH3:15].[CH:30]1([O:35][C:36]2[CH:41]=[CH:40][C:39](B(O)O)=[CH:38][CH:37]=2)[CH2:34][CH2:33][CH2:32][CH2:31]1, predict the reaction product. The product is: [CH2:14]([O:16][C:17]([C:19]1[N:20]([C:39]2[CH:40]=[CH:41][C:36]([O:35][CH:30]3[CH2:34][CH2:33][CH2:32][CH2:31]3)=[CH:37][CH:38]=2)[C:21]2[C:26]([C:27]=1[Cl:28])=[CH:25][C:24]([Br:29])=[CH:23][CH:22]=2)=[O:18])[CH3:15]. (8) Given the reactants O[CH2:2][CH2:3][CH2:4][N:5]1[CH2:9][CH2:8][N:7]([CH2:10][CH2:11][CH2:12][N:13]2[CH2:18][CH2:17][CH:16]([O:19][C:20](=[O:34])[NH:21][C:22]3[CH:27]=[CH:26][CH:25]=[CH:24][C:23]=3[C:28]3[CH:33]=[CH:32][CH:31]=[CH:30][CH:29]=3)[CH2:15][CH2:14]2)[C:6]1=[O:35].CS(C)=O.CCN(C(C)C)C(C)C.Br.[OH:50][C:51]1[CH:58]=[CH:57][C:54]([CH2:55][NH2:56])=[CH:53][CH:52]=1.[BH-](OC(C)=O)(OC(C)=O)OC(C)=O.[Na+].[OH-].[Na+], predict the reaction product. The product is: [OH:50][C:51]1[CH:58]=[CH:57][C:54]([CH2:55][NH:56][CH2:2][CH2:3][CH2:4][N:5]2[CH2:9][CH2:8][N:7]([CH2:10][CH2:11][CH2:12][N:13]3[CH2:14][CH2:15][CH:16]([O:19][C:20](=[O:34])[NH:21][C:22]4[CH:27]=[CH:26][CH:25]=[CH:24][C:23]=4[C:28]4[CH:33]=[CH:32][CH:31]=[CH:30][CH:29]=4)[CH2:17][CH2:18]3)[C:6]2=[O:35])=[CH:53][CH:52]=1. (9) Given the reactants C1(OC)C=CC=CC=1.C(OC([N:16]1[CH2:21][CH2:20][CH:19]([CH2:22][O:23][CH2:24][CH:25]([NH:33][C:34]([C:36]2[CH:44]=[C:43]3[C:39]([C:40]([Cl:45])=[CH:41][NH:42]3)=[CH:38][CH:37]=2)=[O:35])[C:26]2[CH:31]=[CH:30][C:29]([F:32])=[CH:28][CH:27]=2)[CH2:18][CH2:17]1)=O)(C)(C)C, predict the reaction product. The product is: [Cl:45][C:40]1[C:39]2[C:43](=[CH:44][C:36]([C:34]([NH:33][CH:25]([C:26]3[CH:31]=[CH:30][C:29]([F:32])=[CH:28][CH:27]=3)[CH2:24][O:23][CH2:22][CH:19]3[CH2:20][CH2:21][NH:16][CH2:17][CH2:18]3)=[O:35])=[CH:37][CH:38]=2)[NH:42][CH:41]=1. (10) Given the reactants [Cl:1][C:2]1[CH:7]=[CH:6][C:5]([C:8]2[C:13]([CH3:14])=[N:12][NH:11][C:10](=O)[C:9]=2[C:16]2[C:21]([F:22])=[CH:20][C:19]([F:23])=[CH:18][N:17]=2)=[CH:4][CH:3]=1.P(Cl)(Cl)([Cl:26])=O, predict the reaction product. The product is: [Cl:26][C:10]1[N:11]=[N:12][C:13]([CH3:14])=[C:8]([C:5]2[CH:6]=[CH:7][C:2]([Cl:1])=[CH:3][CH:4]=2)[C:9]=1[C:16]1[C:21]([F:22])=[CH:20][C:19]([F:23])=[CH:18][N:17]=1.